Dataset: Full USPTO retrosynthesis dataset with 1.9M reactions from patents (1976-2016). Task: Predict the reactants needed to synthesize the given product. (1) The reactants are: [OH:1][C:2]1[CH:7]=[C:6]([CH3:8])[CH:5]=[CH:4][C:3]=1[C:9](=[O:18])[CH2:10][C:11]([O:13][C:14]([CH3:17])([CH3:16])[CH3:15])=[O:12].[CH:19](=O)[C:20]1[CH:25]=[CH:24][CH:23]=[CH:22][CH:21]=1.N1CCCCC1.C(O)(=O)C. Given the product [OH:1][C:2]1[CH:7]=[C:6]([CH3:8])[CH:5]=[CH:4][C:3]=1[C:9](/[C:10](=[CH:19]\[C:20]1[CH:25]=[CH:24][CH:23]=[CH:22][CH:21]=1)/[C:11]([O:13][C:14]([CH3:15])([CH3:17])[CH3:16])=[O:12])=[O:18], predict the reactants needed to synthesize it. (2) Given the product [CH3:1][N:2]([CH2:13][C:14]1[NH:18][C:17]2[CH:19]=[CH:20][CH:21]=[C:22]([N:23]3[CH2:24][CH2:25][N:26]([C:59]([C:54]4[CH:55]=[CH:56][CH:57]=[CH:58][N:53]=4)=[O:60])[CH2:27][CH2:28]3)[C:16]=2[N:15]=1)[CH:3]1[C:12]2[N:11]=[CH:10][CH:9]=[CH:8][C:7]=2[CH2:6][CH2:5][CH2:4]1, predict the reactants needed to synthesize it. The reactants are: [CH3:1][N:2]([CH2:13][C:14]1[NH:18][C:17]2[CH:19]=[CH:20][CH:21]=[C:22]([N:23]3[CH2:28][CH2:27][NH:26][CH2:25][CH2:24]3)[C:16]=2[N:15]=1)[CH:3]1[C:12]2[N:11]=[CH:10][CH:9]=[CH:8][C:7]=2[CH2:6][CH2:5][CH2:4]1.O=C1N(P(Cl)(N2CCOC2=O)=O)CCO1.C(N(CC)C(C)C)(C)C.[N:53]1[CH:58]=[CH:57][CH:56]=[CH:55][C:54]=1[C:59](O)=[O:60]. (3) The reactants are: Br[C:2]1[C:3](=[O:32])[N:4]([CH2:24][CH2:25][C:26]2[CH:31]=[CH:30][CH:29]=[CH:28][CH:27]=2)[C:5]([C:9]2[CH:14]=[CH:13][CH:12]=[C:11]([F:15])[C:10]=2[O:16][CH2:17][C:18]2[CH:23]=[CH:22][CH:21]=[CH:20][CH:19]=2)=[N:6][C:7]=1[CH3:8].[Cl:33][C:34]1[S:35][C:36](Br)=[CH:37][CH:38]=1.C[Sn](C)C.C[Sn](C)C. Given the product [Cl:33][C:34]1[S:35][C:36]([C:2]2[C:3](=[O:32])[N:4]([CH2:24][CH2:25][C:26]3[CH:31]=[CH:30][CH:29]=[CH:28][CH:27]=3)[C:5]([C:9]3[CH:14]=[CH:13][CH:12]=[C:11]([F:15])[C:10]=3[O:16][CH2:17][C:18]3[CH:23]=[CH:22][CH:21]=[CH:20][CH:19]=3)=[N:6][C:7]=2[CH3:8])=[CH:37][CH:38]=1, predict the reactants needed to synthesize it. (4) Given the product [OH:6][C:5]1[C:4]([CH:34]=[O:35])=[C:3]([O:2][CH3:1])[C:15]([O:16][CH3:17])=[CH:14][CH:13]=1, predict the reactants needed to synthesize it. The reactants are: [CH3:1][O:2][C:3]1[CH:4]=[C:5]([CH:13]=[CH:14][C:15]=1[O:16][CH3:17])[O:6]C1CCCCO1.CN(CCN(C)C)C.[Li]CCCC.Cl.C1C[O:35][CH2:34]C1. (5) The reactants are: Cl.C[O:3][C:4]1(OC)[C:12]2[C:7](=[CH:8][CH:9]=[C:10]([S:13][CH2:14][CH2:15][C:16]3[CH:26]=[CH:25][C:19]([C:20]([O:22][CH2:23][CH3:24])=[O:21])=[CH:18][CH:17]=3)[CH:11]=2)[N:6]([CH2:27][CH2:28][CH2:29][CH2:30][CH3:31])[C:5]1=[O:32].O.C(OCC)(=O)C. Given the product [O:32]=[C:5]1[C:4](=[O:3])[C:12]2[C:7](=[CH:8][CH:9]=[C:10]([S:13][CH2:14][CH2:15][C:16]3[CH:26]=[CH:25][C:19]([C:20]([O:22][CH2:23][CH3:24])=[O:21])=[CH:18][CH:17]=3)[CH:11]=2)[N:6]1[CH2:27][CH2:28][CH2:29][CH2:30][CH3:31], predict the reactants needed to synthesize it.